Dataset: Catalyst prediction with 721,799 reactions and 888 catalyst types from USPTO. Task: Predict which catalyst facilitates the given reaction. (1) Reactant: [F:1][C:2]1[CH:28]=[CH:27][C:5]([O:6][C:7]2[CH:12]=[CH:11][C:10]([C:13]3[N:18]=[C:17]([C:19]([N:21]4[CH2:26][CH2:25][NH:24][CH2:23][CH2:22]4)=[O:20])[CH:16]=[CH:15][CH:14]=3)=[CH:9][CH:8]=2)=[CH:4][CH:3]=1.[CH3:29][S:30]([C:33]1[CH:34]=[C:35]([S:39](Cl)(=[O:41])=[O:40])[CH:36]=[CH:37][CH:38]=1)(=[O:32])=[O:31].CCN(C(C)C)C(C)C. Product: [F:1][C:2]1[CH:3]=[CH:4][C:5]([O:6][C:7]2[CH:8]=[CH:9][C:10]([C:13]3[N:18]=[C:17]([C:19]([N:21]4[CH2:26][CH2:25][N:24]([S:39]([C:35]5[CH:36]=[CH:37][CH:38]=[C:33]([S:30]([CH3:29])(=[O:32])=[O:31])[CH:34]=5)(=[O:41])=[O:40])[CH2:23][CH2:22]4)=[O:20])[CH:16]=[CH:15][CH:14]=3)=[CH:11][CH:12]=2)=[CH:27][CH:28]=1. The catalyst class is: 2. (2) Reactant: P([O-])([O-])([O-])=O.[K+].[K+].[K+].N1C=CC=CC=1C(O)=O.[NH2:18][C:19]1[C:24]([C:25]2[CH:30]=[CH:29][C:28]([OH:31])=[CH:27][CH:26]=2)=[CH:23][CH:22]=[CH:21][N:20]=1.I[C:33]1[CH:38]=[CH:37][CH:36]=[C:35]([C:39]([F:42])([F:41])[F:40])[CH:34]=1. Product: [F:40][C:39]([F:42])([F:41])[C:35]1[CH:34]=[C:33]([CH:38]=[CH:37][CH:36]=1)[O:31][C:28]1[CH:29]=[CH:30][C:25]([C:24]2[C:19]([NH2:18])=[N:20][CH:21]=[CH:22][CH:23]=2)=[CH:26][CH:27]=1. The catalyst class is: 156. (3) Reactant: C([N:3](CC)CC)C.ClC(OCC)=O.[C:14]([N:21]1[CH2:26][CH2:25][CH2:24][C@H:23]([C:27]([OH:29])=O)[CH2:22]1)([O:16][C:17]([CH3:20])([CH3:19])[CH3:18])=[O:15]. Product: [C:17]([O:16][C:14]([N:21]1[CH2:26][CH2:25][CH2:24][C@H:23]([C:27](=[O:29])[NH2:3])[CH2:22]1)=[O:15])([CH3:20])([CH3:19])[CH3:18]. The catalyst class is: 22. (4) Product: [CH2:1]([O:8][C:9]1[C:10]([O:28][CH3:29])=[CH:11][C:12]([N+:25]([O-:27])=[O:26])=[C:13]([CH:24]=1)[C:14]([OH:16])=[O:15])[C:2]1[CH:3]=[CH:4][CH:5]=[CH:6][CH:7]=1. Reactant: [CH2:1]([O:8][C:9]1[C:10]([O:28][CH3:29])=[CH:11][C:12]([N+:25]([O-:27])=[O:26])=[C:13]([CH:24]=1)[C:14]([O:16]CC1C=CC=CC=1)=[O:15])[C:2]1[CH:7]=[CH:6][CH:5]=[CH:4][CH:3]=1.[OH-].[Na+]. The catalyst class is: 88.